Dataset: Forward reaction prediction with 1.9M reactions from USPTO patents (1976-2016). Task: Predict the product of the given reaction. Given the reactants [CH3:1][N:2]1[C:11]2[C:6](=[CH:7][C:8]([CH:12]=[N:13]O)=[CH:9][CH:10]=2)[CH2:5][CH2:4][CH2:3]1.CC(OC(C)=O)=O, predict the reaction product. The product is: [CH3:1][N:2]1[C:11]2[C:6](=[CH:7][C:8]([C:12]#[N:13])=[CH:9][CH:10]=2)[CH2:5][CH2:4][CH2:3]1.